Dataset: Reaction yield outcomes from USPTO patents with 853,638 reactions. Task: Predict the reaction yield, written as a fraction of the theoretical maximum amount of product (1.0 means a 100% yield; for example, 0.34 means a 34% yield). (1) The reactants are C([NH:8][C:9]1[C:29]2[CH2:28][CH2:27][CH2:26][C:25]=2[C:12]2[O:13][CH2:14][CH:15]([C:16]3[CH:21]=[CH:20][C:19]([CH:22]([CH3:24])[CH3:23])=[CH:18][CH:17]=3)[C:11]=2[C:10]=1[CH3:30])C1C=CC=CC=1. The yield is 0.910. The catalyst is CCCCCC.C(OCC)(=O)C. The product is [CH:22]([C:19]1[CH:18]=[CH:17][C:16]([CH:15]2[CH2:14][O:13][C:12]3[C:25]4[CH2:26][CH2:27][CH2:28][C:29]=4[C:9]([NH2:8])=[C:10]([CH3:30])[C:11]2=3)=[CH:21][CH:20]=1)([CH3:24])[CH3:23]. (2) The reactants are [OH:1][C:2]1[CH:3]=[CH:4][C:5]([CH3:21])=[C:6]([C:8]2[CH:13]=[CH:12][C:11]([C:14](=[O:17])[CH2:15][CH3:16])=[CH:10][C:9]=2[CH2:18][CH2:19][CH3:20])[CH:7]=1.[C:22]([O:30][CH2:31][C:32]1[CH:33]=[C:34]([CH:37]=[CH:38][C:39]=1[CH2:40][O:41][C:42](=[O:49])[C:43]1[CH:48]=[CH:47][CH:46]=[CH:45][CH:44]=1)[CH2:35]Br)(=[O:29])[C:23]1[CH:28]=[CH:27][CH:26]=[CH:25][CH:24]=1.C(=O)([O-])[O-].[K+].[K+]. The catalyst is C(C(C)=O)C. The product is [C:22]([O:30][CH2:31][C:32]1[CH:33]=[C:34]([CH:37]=[CH:38][C:39]=1[CH2:40][O:41][C:42](=[O:49])[C:43]1[CH:44]=[CH:45][CH:46]=[CH:47][CH:48]=1)[CH2:35][O:1][C:2]1[CH:3]=[CH:4][C:5]([CH3:21])=[C:6]([C:8]2[CH:13]=[CH:12][C:11]([C:14](=[O:17])[CH2:15][CH3:16])=[CH:10][C:9]=2[CH2:18][CH2:19][CH3:20])[CH:7]=1)(=[O:29])[C:23]1[CH:24]=[CH:25][CH:26]=[CH:27][CH:28]=1. The yield is 0.560. (3) The reactants are [Cl:1][C:2]1[C:7]2[C:8]([I:11])=[N:9][NH:10][C:6]=2[CH:5]=[CH:4][N:3]=1.[H-].[Na+].Br[CH:15]([CH3:17])[CH3:16]. The catalyst is CN(C=O)C. The product is [Cl:1][C:2]1[C:7]2[C:8]([I:11])=[N:9][N:10]([CH:15]([CH3:17])[CH3:16])[C:6]=2[CH:5]=[CH:4][N:3]=1. The yield is 0.530. (4) The reactants are C(N(CC)CC)C.[CH3:8][Si:9]([C:12]#[CH:13])([CH3:11])[CH3:10].[Cl:14][C:15]1[CH:16]=[C:17](OS(C(F)(F)F)(=O)=O)[CH:18]=[N:19][CH:20]=1. The catalyst is C(OCC)(=O)C.C1(C=CC=CC=1)[P](C1C=CC=CC=1)(C1C=CC=CC=1)[Pd][P](C1C=CC=CC=1)(C1C=CC=CC=1)C1C=CC=CC=1.[Cu]I. The product is [Cl:14][C:15]1[CH:20]=[N:19][CH:18]=[C:17]([C:13]#[C:12][Si:9]([CH3:11])([CH3:10])[CH3:8])[CH:16]=1. The yield is 0.920.